From a dataset of Peptide-MHC class II binding affinity with 134,281 pairs from IEDB. Regression. Given a peptide amino acid sequence and an MHC pseudo amino acid sequence, predict their binding affinity value. This is MHC class II binding data. (1) The peptide sequence is QVPSASMGRDIKVQF. The MHC is HLA-DQA10102-DQB10502 with pseudo-sequence HLA-DQA10102-DQB10502. The binding affinity (normalized) is 0.153. (2) The peptide sequence is PEREVLVWKFDSRLAFHH. The binding affinity (normalized) is 0.230. The MHC is DRB1_1302 with pseudo-sequence DRB1_1302. (3) The peptide sequence is SRAEVSYVHVNGAKF. The MHC is DRB1_1201 with pseudo-sequence DRB1_1201. The binding affinity (normalized) is 0.463. (4) The MHC is HLA-DPA10201-DPB10501 with pseudo-sequence HLA-DPA10201-DPB10501. The peptide sequence is FFGQNTAAIAATEAQ. The binding affinity (normalized) is 0. (5) The binding affinity (normalized) is 0.368. The MHC is DRB1_0401 with pseudo-sequence DRB1_0401. The peptide sequence is PADKYRTFVATFGAA. (6) The peptide sequence is TPTSLLISWGHYPLH. The MHC is HLA-DPA10103-DPB10401 with pseudo-sequence HLA-DPA10103-DPB10401. The binding affinity (normalized) is 0.328. (7) The peptide sequence is PAADKFKTFEAAFTS. The MHC is DRB1_1501 with pseudo-sequence DRB1_1501. The binding affinity (normalized) is 0.644.